This data is from Full USPTO retrosynthesis dataset with 1.9M reactions from patents (1976-2016). The task is: Predict the reactants needed to synthesize the given product. (1) Given the product [C:1](#[N:2])[CH2:3][CH:4]=[CH:5][CH3:6].[CH2:3]=[CH:4][CH:5]=[CH2:6], predict the reactants needed to synthesize it. The reactants are: [CH:1]#[N:2].[CH2:3]=[CH:4][CH:5]=[CH2:6]. (2) Given the product [Cl:1][C:2]1[CH:3]=[CH:4][C:5]([CH2:8][CH2:9][N:10]2[C:14]3[N:15]=[C:16]([C:19]#[N:20])[N:17]=[CH:18][C:13]=3[CH:12]=[C:11]2[CH2:21][O:22][C:23]2[CH:28]=[CH:27][C:26]([N:29]3[CH2:34][CH2:33][N:32]([CH2:37][CH3:38])[CH2:31][CH2:30]3)=[CH:25][C:24]=2[F:35])=[CH:6][CH:7]=1, predict the reactants needed to synthesize it. The reactants are: [Cl:1][C:2]1[CH:7]=[CH:6][C:5]([CH2:8][CH2:9][N:10]2[C:14]3[N:15]=[C:16]([C:19]#[N:20])[N:17]=[CH:18][C:13]=3[CH:12]=[C:11]2[CH2:21][O:22][C:23]2[CH:28]=[CH:27][C:26]([N:29]3[CH2:34][CH2:33][NH:32][CH2:31][CH2:30]3)=[CH:25][C:24]=2[F:35])=[CH:4][CH:3]=1.I[CH2:37][CH3:38].C(=O)([O-])[O-].[K+].[K+].Cl. (3) Given the product [CH2:1]([O:3][C:4](=[O:24])[CH2:5][O:6][C:7]1[CH:12]=[CH:11][CH:10]=[C:9]([NH:13][C:14]([C:15]2[CH:20]=[C:19]([C:29]3[CH:30]=[CH:31][C:26]([F:25])=[CH:27][CH:28]=3)[CH:18]=[CH:17][C:16]=2[F:22])=[O:23])[CH:8]=1)[CH3:2], predict the reactants needed to synthesize it. The reactants are: [CH2:1]([O:3][C:4](=[O:24])[CH2:5][O:6][C:7]1[CH:12]=[CH:11][CH:10]=[C:9]([NH:13][C:14](=[O:23])[C:15]2[CH:20]=[C:19](Br)[CH:18]=[CH:17][C:16]=2[F:22])[CH:8]=1)[CH3:2].[F:25][C:26]1[CH:31]=[CH:30][C:29](B(O)O)=[CH:28][CH:27]=1. (4) Given the product [F:20][C:6]1[CH:5]=[CH:4][C:3]([C:2]2[N:1]=[C:29]([C:28]3[CH:32]=[CH:33][C:34]([N:35]4[CH2:40][CH2:39][CH2:38][CH2:37][CH:36]4[CH3:41])=[C:26]([CH2:25][O:24][CH3:23])[CH:27]=3)[O:22][N:21]=2)=[CH:19][C:7]=1[CH2:8][N:9]([CH3:18])[CH2:10][C:11]([O:13][C:14]([CH3:17])([CH3:16])[CH3:15])=[O:12], predict the reactants needed to synthesize it. The reactants are: [NH2:1][C:2](=[N:21][OH:22])[C:3]1[CH:4]=[CH:5][C:6]([F:20])=[C:7]([CH:19]=1)[CH2:8][N:9]([CH3:18])[CH2:10][C:11]([O:13][C:14]([CH3:17])([CH3:16])[CH3:15])=[O:12].[CH3:23][O:24][CH2:25][C:26]1[CH:27]=[C:28]([CH:32]=[CH:33][C:34]=1[N:35]1[CH2:40][CH2:39][CH2:38][CH2:37][CH:36]1[CH3:41])[C:29](O)=O.